From a dataset of Catalyst prediction with 721,799 reactions and 888 catalyst types from USPTO. Predict which catalyst facilitates the given reaction. (1) Reactant: C(O[C:4](=[C:11]1[C:19]2[C:14](=[CH:15][CH:16]=[C:17]([N+:20]([O-:22])=[O:21])[CH:18]=2)[NH:13][C:12]1=[O:23])[C:5]1[CH:10]=[CH:9][CH:8]=[CH:7][CH:6]=1)C.[C:24]1([CH2:30][CH:31]2[CH2:36][CH2:35][N:34]([CH2:37][C:38]3[CH:44]=[CH:43][C:41]([NH2:42])=[CH:40][CH:39]=3)[CH2:33][CH2:32]2)[CH:29]=[CH:28][CH:27]=[CH:26][CH:25]=1. Product: [C:24]1([CH2:30][CH:31]2[CH2:32][CH2:33][N:34]([CH2:37][C:38]3[CH:39]=[CH:40][C:41]([NH:42]/[C:4](=[C:11]4\[C:12](=[O:23])[NH:13][C:14]5[C:19]\4=[CH:18][C:17]([N+:20]([O-:22])=[O:21])=[CH:16][CH:15]=5)/[C:5]4[CH:6]=[CH:7][CH:8]=[CH:9][CH:10]=4)=[CH:43][CH:44]=3)[CH2:35][CH2:36]2)[CH:25]=[CH:26][CH:27]=[CH:28][CH:29]=1. The catalyst class is: 3. (2) Reactant: II.[Mg].Br[C:5]1[CH:10]=[CH:9][C:8]([CH3:11])=[CH:7][CH:6]=1.[N:12]1[CH:17]=[CH:16][CH:15]=[C:14]2[C:18]([O:20][C:21](=[O:22])[C:13]=12)=[O:19]. Product: [CH3:11][C:8]1[CH:9]=[CH:10][C:5]([C:18]([C:14]2[C:13]([C:21]([OH:20])=[O:22])=[N:12][CH:17]=[CH:16][CH:15]=2)=[O:19])=[CH:6][CH:7]=1. The catalyst class is: 1. (3) Reactant: [CH3:1][C@H:2]1[C@@:11]2([CH3:27])[C@H:12]([O:22][C:23]([CH2:25][OH:26])=[O:24])[CH2:13][C@:14]([CH:20]=[CH2:21])([CH3:19])[C@@H:15]([OH:18])[C@H:16]([CH3:17])[C@:5]3([C@@H:10]2[C:8](=[O:9])[CH2:7][CH2:6]3)[CH2:4][CH2:3]1.C(N(CC)CC)C.[CH3:35][S:36](Cl)(=[O:38])=[O:37]. The catalyst class is: 11. Product: [CH3:1][C@H:2]1[C@@:11]2([CH3:27])[C@H:12]([O:22][C:23]([CH2:25][OH:26])=[O:24])[CH2:13][C@:14]([CH:20]=[CH2:21])([CH3:19])[C@@H:15]([OH:18])[C@H:16]([CH3:17])[C@:5]3([C@@H:10]2[C:8](=[O:9])[CH2:7][CH2:6]3)[CH2:4][CH2:3]1.[S:36]([O-:38])(=[O:9])(=[O:37])[CH3:35]. (4) Reactant: [OH:1][C:2]([C:4](F)(F)F)=O.[F:8][C:9]1[CH:36]=[CH:35][C:12]([CH2:13][N:14]2[CH2:19][CH2:18][N:17]3[C:20](=[O:33])[C:21]([CH2:26][CH:27]4[CH2:32][CH2:31][NH:30][CH2:29][CH2:28]4)=[C:22]([OH:25])[C:23]([OH:24])=[C:16]3[C:15]2=[O:34])=[CH:11][CH:10]=1.N1C=CC=CC=1.C(OC(=O)C)(=O)C. Product: [C:2]([N:30]1[CH2:29][CH2:28][CH:27]([CH2:26][C:21]2[C:20](=[O:33])[N:17]3[CH2:18][CH2:19][N:14]([CH2:13][C:12]4[CH:11]=[CH:10][C:9]([F:8])=[CH:36][CH:35]=4)[C:15](=[O:34])[C:16]3=[C:23]([OH:24])[C:22]=2[OH:25])[CH2:32][CH2:31]1)(=[O:1])[CH3:4]. The catalyst class is: 2.